From a dataset of Catalyst prediction with 721,799 reactions and 888 catalyst types from USPTO. Predict which catalyst facilitates the given reaction. (1) Reactant: [F:1][C:2]1[CH:3]=[C:4]([C:17]2[CH:22]=[CH:21][C:20]([CH:23]([N:25]3[CH2:29][CH2:28][CH2:27][CH2:26]3)[CH3:24])=[CH:19][CH:18]=2)[CH:5]=[C:6]([F:16])[C:7]=1[C:8]1[CH:9]=[N:10][C:11]([O:14]C)=[N:12][CH:13]=1.Br. Product: [F:16][C:6]1[CH:5]=[C:4]([C:17]2[CH:18]=[CH:19][C:20]([CH:23]([N:25]3[CH2:26][CH2:27][CH2:28][CH2:29]3)[CH3:24])=[CH:21][CH:22]=2)[CH:3]=[C:2]([F:1])[C:7]=1[C:8]1[CH:9]=[N:10][C:11]([OH:14])=[N:12][CH:13]=1. The catalyst class is: 15. (2) Product: [Br:1][CH:6]1[CH2:5][C:4]([CH3:11])([CH3:3])[CH2:9][CH2:8][C:7]1=[O:10]. The catalyst class is: 5. Reactant: [Br:1]Br.[CH3:3][C:4]1([CH3:11])[CH2:9][CH2:8][C:7](=[O:10])[CH2:6][CH2:5]1. (3) Product: [F:2][C:3]1[CH:8]=[CH:7][C:6]([C:9]2[N:10]=[C:11]([N:14]3[CH2:15][CH2:16][NH:17][CH2:18][CH2:19]3)[S:12][CH:13]=2)=[CH:5][CH:4]=1. The catalyst class is: 6. Reactant: Cl.[F:2][C:3]1[CH:8]=[CH:7][C:6]([C:9]2[N:10]=[C:11]([N:14]3[CH2:19][CH2:18][NH:17][CH2:16][CH2:15]3)[S:12][CH:13]=2)=[CH:5][CH:4]=1.[OH-].[Na+].